From a dataset of Peptide-MHC class I binding affinity with 185,985 pairs from IEDB/IMGT. Regression. Given a peptide amino acid sequence and an MHC pseudo amino acid sequence, predict their binding affinity value. This is MHC class I binding data. The peptide sequence is RHYKRWPFY. The MHC is HLA-B08:02 with pseudo-sequence HLA-B08:02. The binding affinity (normalized) is 0.0847.